Dataset: Peptide-MHC class II binding affinity with 134,281 pairs from IEDB. Task: Regression. Given a peptide amino acid sequence and an MHC pseudo amino acid sequence, predict their binding affinity value. This is MHC class II binding data. (1) The peptide sequence is SELQIVDKIDAAFKI. The MHC is DRB5_0101 with pseudo-sequence DRB5_0101. The binding affinity (normalized) is 0.980. (2) The peptide sequence is TSAVGAPTGATTAAA. The MHC is HLA-DPA10103-DPB10201 with pseudo-sequence HLA-DPA10103-DPB10201. The binding affinity (normalized) is 0.230.